From a dataset of Catalyst prediction with 721,799 reactions and 888 catalyst types from USPTO. Predict which catalyst facilitates the given reaction. Reactant: Cl[C:2]1[N:7]=[C:6]([NH:8][CH2:9][C:10]2[CH:15]=[CH:14][C:13]([O:16][CH3:17])=[C:12]([O:18][CH3:19])[CH:11]=2)[N:5]2[N:20]=[C:21]([C:23]3[O:24][CH:25]=[CH:26][CH:27]=3)[N:22]=[C:4]2[CH:3]=1.C[Si](C)(C)[O:30][C:31]1([C:36]#[C:37][Sn](CCCC)(CCCC)CCCC)[CH2:35][CH2:34][CH2:33][CH2:32]1.C1COCC1.[F-].C([N+](CCCC)(CCCC)CCCC)CCC. Product: [CH3:19][O:18][C:12]1[CH:11]=[C:10]([CH:15]=[CH:14][C:13]=1[O:16][CH3:17])[CH2:9][NH:8][C:6]1[N:5]2[N:20]=[C:21]([C:23]3[O:24][CH:25]=[CH:26][CH:27]=3)[N:22]=[C:4]2[CH:3]=[C:2]([C:37]#[C:36][C:31]2([OH:30])[CH2:35][CH2:34][CH2:33][CH2:32]2)[N:7]=1. The catalyst class is: 3.